From a dataset of Full USPTO retrosynthesis dataset with 1.9M reactions from patents (1976-2016). Predict the reactants needed to synthesize the given product. (1) Given the product [CH3:42][O:41][C:34]1[CH:35]=[C:36]([O:39][CH3:40])[CH:37]=[CH:38][C:33]=1[CH2:32][N:25]([C:26]1[CH:31]=[CH:30][N:29]=[CH:28][N:27]=1)[S:22]([C:18]1[CH:19]=[C:20]([F:21])[C:15]([O:14][C@H:12]2[CH2:13][C@H:9]([OH:8])[CH2:10][C@@H:11]2[C:44]2[N:48]([CH3:49])[N:47]=[CH:46][CH:45]=2)=[CH:16][C:17]=1[F:43])(=[O:23])=[O:24], predict the reactants needed to synthesize it. The reactants are: [Si]([O:8][C@H:9]1[CH2:13][C@H:12]([O:14][C:15]2[C:20]([F:21])=[CH:19][C:18]([S:22]([N:25]([CH2:32][C:33]3[CH:38]=[CH:37][C:36]([O:39][CH3:40])=[CH:35][C:34]=3[O:41][CH3:42])[C:26]3[CH:31]=[CH:30][N:29]=[CH:28][N:27]=3)(=[O:24])=[O:23])=[C:17]([F:43])[CH:16]=2)[C@@H:11]([C:44]2[N:48]([CH3:49])[N:47]=[CH:46][CH:45]=2)[CH2:10]1)(C(C)(C)C)(C)C.[F-].C([N+](CCCC)(CCCC)CCCC)CCC. (2) Given the product [CH2:1]([O:8][C:9]1[C:34]([O:35][CH3:36])=[CH:33][C:12]2[C:13]3[N:18]([CH:19]([C:21]([CH3:25])([CH3:26])[CH2:22][O:23][CH3:24])[CH2:20][C:11]=2[CH:10]=1)[CH:17]=[C:16]([C:27]([O:29][CH2:30][CH3:31])=[O:28])[C:15](=[O:32])[CH:14]=3)[C:2]1[CH:7]=[CH:6][CH:5]=[CH:4][CH:3]=1, predict the reactants needed to synthesize it. The reactants are: [CH2:1]([O:8][C:9]1[C:34]([O:35][CH3:36])=[CH:33][C:12]2[CH:13]3[N:18]([CH:19]([C:21]([CH3:26])([CH3:25])[CH2:22][O:23][CH3:24])[CH2:20][C:11]=2[CH:10]=1)[CH:17]=[C:16]([C:27]([O:29][CH2:30][CH3:31])=[O:28])[C:15](=[O:32])[CH2:14]3)[C:2]1[CH:7]=[CH:6][CH:5]=[CH:4][CH:3]=1.C1(Cl)C(=O)C(Cl)=C(Cl)C(=O)C=1Cl. (3) Given the product [N:33]1[CH:34]=[CH:35][CH:36]=[CH:37][C:32]=1[C:30]1[N:31]=[C:27]([NH:26][C:21]([C:19]2[CH:18]=[CH:17][C:16]3[N:12]([CH2:11][CH2:10][CH2:9][NH2:8])[C:13]([CH2:24][CH3:25])=[N:14][C:15]=3[CH:20]=2)=[O:23])[S:28][CH:29]=1, predict the reactants needed to synthesize it. The reactants are: C(OC([NH:8][CH2:9][CH2:10][CH2:11][N:12]1[C:16]2[CH:17]=[CH:18][C:19]([C:21]([OH:23])=O)=[CH:20][C:15]=2[N:14]=[C:13]1[CH2:24][CH3:25])=O)(C)(C)C.[NH2:26][C:27]1[S:28][CH:29]=[C:30]([C:32]2[CH:37]=[CH:36][CH:35]=[CH:34][N:33]=2)[N:31]=1. (4) Given the product [C:31]1([NH:41][C:17]([CH:14]2[CH2:13][CH2:12][N:11]([C:6]3[CH:7]=[CH:8][CH:9]=[C:10]4[C:5]=3[CH:4]=[CH:3][N:2]=[CH:1]4)[CH2:16][CH2:15]2)=[O:19])[C:40]2[C:35](=[CH:36][N:37]=[CH:38][CH:39]=2)[CH:34]=[CH:33][N:32]=1, predict the reactants needed to synthesize it. The reactants are: [CH:1]1[C:10]2[C:5](=[C:6]([N:11]3[CH2:16][CH2:15][CH:14]([C:17]([OH:19])=O)[CH2:13][CH2:12]3)[CH:7]=[CH:8][CH:9]=2)[CH:4]=[CH:3][N:2]=1.BrC1C=CC=C2C=1C=CN=C2.[C:31]1([NH2:41])[C:40]2[C:35](=[CH:36][N:37]=[CH:38][CH:39]=2)[CH:34]=[CH:33][N:32]=1. (5) Given the product [NH2:1][C:4]1[CH:5]=[CH:6][C:7]([C:10]2[O:14][C:13]([C:15]([O:17][CH3:18])=[O:16])=[CH:12][CH:11]=2)=[CH:8][CH:9]=1, predict the reactants needed to synthesize it. The reactants are: [N+:1]([C:4]1[CH:9]=[CH:8][C:7]([C:10]2[O:14][C:13]([C:15]([O:17][CH3:18])=[O:16])=[CH:12][CH:11]=2)=[CH:6][CH:5]=1)([O-])=O.